This data is from Cav3 T-type calcium channel HTS with 100,875 compounds. The task is: Binary Classification. Given a drug SMILES string, predict its activity (active/inactive) in a high-throughput screening assay against a specified biological target. (1) The drug is OC(Cn1c2c(CCCC2)c2c1ccc(c2)C)CNC(CO)(CO)CO. The result is 0 (inactive). (2) The compound is O=C(N(C(C)(C)C)CC(=O)NC(C)(C)C)CCN1CCCc2c1cccc2. The result is 0 (inactive). (3) The drug is S(c1n(c(nn1)c1ccccc1)C)CC(=O)NC(=O)NCc1occc1. The result is 0 (inactive). (4) The molecule is O(CC(=O)N1CCN(CC1)Cc1ccccc1)c1ccc(c2nn(c(=O)c3c2cccc3)C)cc1. The result is 0 (inactive). (5) The drug is OCc1c(cccc1)C(=O)NN. The result is 0 (inactive). (6) The drug is O(C(C)C)c1c(OCCOc2c(OCC)cccc2)cccc1. The result is 1 (active). (7) The result is 0 (inactive). The molecule is S(=O)(=O)(N(CC)CC)c1ccc(NC(=O)CSc2n(c(nn2)c2cc(OC)ccc2)C)cc1. (8) The compound is Brc1cc(C(=O)Nc2sc(c3c(cc(cc3)C)C)cn2)ccc1. The result is 0 (inactive). (9) The drug is O(C(=O)C=1C(NC(=O)N(C1C)CCCCCC(OC)=O)C1CC1)Cc1ccccc1. The result is 0 (inactive).